This data is from NCI-60 drug combinations with 297,098 pairs across 59 cell lines. The task is: Regression. Given two drug SMILES strings and cell line genomic features, predict the synergy score measuring deviation from expected non-interaction effect. (1) Cell line: SK-MEL-28. Synergy scores: CSS=17.5, Synergy_ZIP=-2.95, Synergy_Bliss=-0.401, Synergy_Loewe=-8.36, Synergy_HSA=1.22. Drug 1: C1=CC(=CC=C1CCC2=CNC3=C2C(=O)NC(=N3)N)C(=O)NC(CCC(=O)O)C(=O)O. Drug 2: C(CN)CNCCSP(=O)(O)O. (2) Drug 1: CCC1=CC2CC(C3=C(CN(C2)C1)C4=CC=CC=C4N3)(C5=C(C=C6C(=C5)C78CCN9C7C(C=CC9)(C(C(C8N6C)(C(=O)OC)O)OC(=O)C)CC)OC)C(=O)OC.C(C(C(=O)O)O)(C(=O)O)O. Drug 2: CC(C)NC(=O)C1=CC=C(C=C1)CNNC.Cl. Cell line: A549. Synergy scores: CSS=35.9, Synergy_ZIP=0.412, Synergy_Bliss=0.0697, Synergy_Loewe=-33.5, Synergy_HSA=-2.76. (3) Drug 1: CS(=O)(=O)OCCCCOS(=O)(=O)C. Drug 2: B(C(CC(C)C)NC(=O)C(CC1=CC=CC=C1)NC(=O)C2=NC=CN=C2)(O)O. Cell line: SK-OV-3. Synergy scores: CSS=42.1, Synergy_ZIP=5.19, Synergy_Bliss=8.69, Synergy_Loewe=-37.5, Synergy_HSA=4.77. (4) Drug 1: C1CCN(CC1)CCOC2=CC=C(C=C2)C(=O)C3=C(SC4=C3C=CC(=C4)O)C5=CC=C(C=C5)O. Drug 2: CC12CCC3C(C1CCC2O)C(CC4=C3C=CC(=C4)O)CCCCCCCCCS(=O)CCCC(C(F)(F)F)(F)F. Cell line: OVCAR3. Synergy scores: CSS=6.96, Synergy_ZIP=-3.08, Synergy_Bliss=-3.46, Synergy_Loewe=-0.551, Synergy_HSA=-1.87. (5) Drug 1: COC1=CC(=CC(=C1O)OC)C2C3C(COC3=O)C(C4=CC5=C(C=C24)OCO5)OC6C(C(C7C(O6)COC(O7)C8=CC=CS8)O)O. Drug 2: CN(C)C1=NC(=NC(=N1)N(C)C)N(C)C. Cell line: K-562. Synergy scores: CSS=50.7, Synergy_ZIP=16.3, Synergy_Bliss=16.5, Synergy_Loewe=-43.5, Synergy_HSA=13.5.